This data is from CYP1A2 inhibition data for predicting drug metabolism from PubChem BioAssay. The task is: Regression/Classification. Given a drug SMILES string, predict its absorption, distribution, metabolism, or excretion properties. Task type varies by dataset: regression for continuous measurements (e.g., permeability, clearance, half-life) or binary classification for categorical outcomes (e.g., BBB penetration, CYP inhibition). Dataset: cyp1a2_veith. (1) The molecule is CCOC(=O)C1CCCN(C(=O)c2sc3nc(-c4ccc(OC)cc4)cn3c2C)C1. The result is 1 (inhibitor). (2) The molecule is O=C(O)CONC(=O)c1cc(OCC(F)(F)F)ccc1OCC(F)(F)F. The result is 0 (non-inhibitor). (3) The drug is CC1(C)O[C@@H]2[C@@H](CO[C@@H]2c2[nH]nc3c(=O)[nH]c(=O)[nH]c23)O1. The result is 0 (non-inhibitor). (4) The drug is CCOC(=O)c1c(NC(=O)/C=C/c2ccc3c(c2)OCO3)sc(C)c1C. The result is 0 (non-inhibitor). (5) The compound is COc1ccc2[nH]cc(CCNc3ncncc3-c3cccnc3)c2c1. The result is 1 (inhibitor). (6) The result is 0 (non-inhibitor). The molecule is CC(=O)NC(CCS(C)(=O)=O)C(=O)Nc1c(F)cccc1F.